Dataset: Catalyst prediction with 721,799 reactions and 888 catalyst types from USPTO. Task: Predict which catalyst facilitates the given reaction. The catalyst class is: 77. Product: [C:27]([NH:26][C:25]1[C:19]2[C:20](=[N:21][CH:22]=[C:17]([C:1]3[CH:6]=[CH:5][CH:4]=[CH:3][CH:2]=3)[C:18]=2[N:35]2[CH2:40][CH2:39][CH2:38][C@@H:37]([NH:41][C:42](=[O:48])[O:43][C:44]([CH3:46])([CH3:45])[CH3:47])[CH2:36]2)[NH:23][CH:24]=1)(=[O:34])[C:28]1[CH:33]=[CH:32][CH:31]=[N:30][CH:29]=1. Reactant: [C:1]1(B(O)O)[CH:6]=[CH:5][CH:4]=[CH:3][CH:2]=1.C(=O)([O-])[O-].[Na+].[Na+].Br[C:17]1[C:18]([N:35]2[CH2:40][CH2:39][CH2:38][C@@H:37]([NH:41][C:42](=[O:48])[O:43][C:44]([CH3:47])([CH3:46])[CH3:45])[CH2:36]2)=[C:19]2[C:25]([NH:26][C:27](=[O:34])[C:28]3[CH:33]=[CH:32][CH:31]=[N:30][CH:29]=3)=[CH:24][NH:23][C:20]2=[N:21][CH:22]=1.CC#N.O.